Regression. Given two drug SMILES strings and cell line genomic features, predict the synergy score measuring deviation from expected non-interaction effect. From a dataset of NCI-60 drug combinations with 297,098 pairs across 59 cell lines. (1) Drug 1: CC1=CC=C(C=C1)C2=CC(=NN2C3=CC=C(C=C3)S(=O)(=O)N)C(F)(F)F. Drug 2: CCN(CC)CCNC(=O)C1=C(NC(=C1C)C=C2C3=C(C=CC(=C3)F)NC2=O)C. Cell line: HL-60(TB). Synergy scores: CSS=-5.85, Synergy_ZIP=4.09, Synergy_Bliss=-1.80, Synergy_Loewe=-13.4, Synergy_HSA=-11.4. (2) Drug 1: COC1=CC(=CC(=C1O)OC)C2C3C(COC3=O)C(C4=CC5=C(C=C24)OCO5)OC6C(C(C7C(O6)COC(O7)C8=CC=CS8)O)O. Drug 2: CC(C)NC(=O)C1=CC=C(C=C1)CNNC.Cl. Cell line: SR. Synergy scores: CSS=81.8, Synergy_ZIP=8.58, Synergy_Bliss=7.30, Synergy_Loewe=-20.3, Synergy_HSA=8.71. (3) Drug 1: COC1=CC(=CC(=C1O)OC)C2C3C(COC3=O)C(C4=CC5=C(C=C24)OCO5)OC6C(C(C7C(O6)COC(O7)C8=CC=CS8)O)O. Drug 2: CCCCCOC(=O)NC1=NC(=O)N(C=C1F)C2C(C(C(O2)C)O)O. Cell line: K-562. Synergy scores: CSS=49.2, Synergy_ZIP=3.87, Synergy_Bliss=4.46, Synergy_Loewe=-37.7, Synergy_HSA=4.92. (4) Drug 1: C1=C(C(=O)NC(=O)N1)F. Drug 2: C1CN(CCN1C(=O)CCBr)C(=O)CCBr. Cell line: NCI-H460. Synergy scores: CSS=57.0, Synergy_ZIP=-0.588, Synergy_Bliss=-1.88, Synergy_Loewe=-1.04, Synergy_HSA=2.87.